This data is from Tox21: 12 toxicity assays (nuclear receptors and stress response pathways). The task is: Binary classification across 12 toxicity assays. (1) The compound is N=C(N)c1ccc(OCCCCCOc2ccc(C(=N)N)cc2)cc1.O=S(=O)(O)CCO.O=S(=O)(O)CCO. It tested positive (active) for: NR-Aromatase (Aromatase enzyme inhibition), SR-ARE (Antioxidant Response Element (oxidative stress)), and SR-MMP (Mitochondrial Membrane Potential disruption). (2) The compound is Nc1ccc(O)c(N)c1. It tested positive (active) for: SR-MMP (Mitochondrial Membrane Potential disruption).